From a dataset of Forward reaction prediction with 1.9M reactions from USPTO patents (1976-2016). Predict the product of the given reaction. (1) Given the reactants [Br:1][CH:2]([CH3:15])[C:3]([C:5]1[S:9][C:8]2[CH:10]=[CH:11][CH:12]=[C:13]([Cl:14])[C:7]=2[CH:6]=1)=O.[NH:16]1[CH2:20][CH2:19][NH:18][C:17]1=[S:21].C(O)C, predict the reaction product. The product is: [BrH:1].[Cl:14][C:13]1[C:7]2[CH:6]=[C:5]([C:3]3[N:18]4[CH2:19][CH2:20][N:16]=[C:17]4[S:21][C:2]=3[CH3:15])[S:9][C:8]=2[CH:10]=[CH:11][CH:12]=1. (2) Given the reactants [OH:1][C:2]1[C:3]2[N:4]([C:8]([C:11]3[C:16]([C:17]#[N:18])=[CH:15][N:14]=[C:13]([S:19][CH3:20])[N:12]=3)=[CH:9][N:10]=2)[CH:5]=[CH:6][CH:7]=1.[C:21](=O)([O-])[O-].[K+].[K+].CI, predict the reaction product. The product is: [CH3:21][O:1][C:2]1[C:3]2[N:4]([C:8]([C:11]3[C:16]([C:17]#[N:18])=[CH:15][N:14]=[C:13]([S:19][CH3:20])[N:12]=3)=[CH:9][N:10]=2)[CH:5]=[CH:6][CH:7]=1. (3) Given the reactants [Cl:1][C:2]1[CH:7]=[C:6]([CH3:8])[CH:5]=[C:4]([N+:9]([O-])=O)[C:3]=1[OH:12], predict the reaction product. The product is: [NH2:9][C:4]1[CH:5]=[C:6]([CH3:8])[CH:7]=[C:2]([Cl:1])[C:3]=1[OH:12].